This data is from Forward reaction prediction with 1.9M reactions from USPTO patents (1976-2016). The task is: Predict the product of the given reaction. (1) The product is: [C:10]([C:9]([CH2:8][C:7]#[N:12])=[CH:2][O-:5])#[N:11].[K+:6]. Given the reactants C[C:2]([O-:5])(C)C.[K+:6].[C:7](#[N:12])[CH2:8][CH2:9][C:10]#[N:11], predict the reaction product. (2) Given the reactants [CH3:1][CH2:2][CH2:3][CH2:4][C:5]1[N:9]([CH2:10][C:11]2[CH:12]=[CH:13][C:14]([C:17]([OH:19])=[O:18])=[CH:15][CH:16]=2)[C:8](/[CH:20]=[C:21](/[C:28]([OH:30])=[O:29])\[CH2:22][C:23]2[S:27][CH:26]=[CH:25][CH:24]=2)=[CH:7][N:6]=1.C([O-])(=O)C.[CH3:35][S:36]([OH:39])(=[O:38])=[O:37], predict the reaction product. The product is: [CH3:1][CH2:2][CH2:3][CH2:4][C:5]1[N:9]([CH2:10][C:11]2[CH:12]=[CH:13][C:14]([C:17]([OH:19])=[O:18])=[CH:15][CH:16]=2)[C:8](/[CH:20]=[C:21](/[C:28]([OH:30])=[O:29])\[CH2:22][C:23]2[S:27][CH:26]=[CH:25][CH:24]=2)=[CH:7][N:6]=1.[CH3:35][S:36]([OH:39])(=[O:38])=[O:37].